From a dataset of Forward reaction prediction with 1.9M reactions from USPTO patents (1976-2016). Predict the product of the given reaction. (1) Given the reactants [Br:1][C:2]1[CH:7]=[CH:6][C:5]([CH2:8][CH2:9][C:10]([OH:12])=O)=[CH:4][CH:3]=1.C(Cl)CCl.C1C=C[C:20]2[N:25]([OH:26])N=NC=2C=1.[CH3:27]CN(C(C)C)C(C)C, predict the reaction product. The product is: [Br:1][C:2]1[CH:7]=[CH:6][C:5]([CH2:8][CH2:9][C:10]([N:25]([O:26][CH3:27])[CH3:20])=[O:12])=[CH:4][CH:3]=1. (2) Given the reactants Br[C:2]1[CH:7]=[CH:6][C:5](O)=[C:4]([N+:9]([O-:11])=[O:10])[CH:3]=1.[N:12]1[CH:17]=[CH:16][CH:15]=[C:14](B(O)O)[CH:13]=1.[C:21](=O)([O-])[O-].[K+].[K+], predict the reaction product. The product is: [CH3:21][C:2]1[CH:7]=[CH:6][C:5]([C:14]2[CH:13]=[N:12][CH:17]=[CH:16][CH:15]=2)=[C:4]([N+:9]([O-:11])=[O:10])[CH:3]=1. (3) The product is: [CH:16]1[N:20]([CH2:21][O:22][CH2:23][CH2:24][OH:25])[C:19]2[N:26]=[C:27]([NH2:31])[N:28]=[C:29]([OH:30])[C:18]=2[N:17]=1.[OH:1][C:2]1[CH:10]=[CH:9][CH:8]=[CH:7][C:3]=1[C:4]([OH:6])=[O:5].[NH:11]1[CH:15]=[CH:14][N:13]=[CH:12]1. Given the reactants [OH:1][C:2]1[CH:10]=[CH:9][CH:8]=[CH:7][C:3]=1[C:4]([OH:6])=[O:5].[NH:11]1[CH:15]=[CH:14][N:13]=[CH:12]1.[CH:16]1[N:20]([CH2:21][O:22][CH2:23][CH2:24][OH:25])[C:19]2[N:26]=[C:27]([NH2:31])[N:28]=[C:29]([OH:30])[C:18]=2[N:17]=1.[OH-].[NH4+], predict the reaction product. (4) Given the reactants [CH3:1][O:2][C:3]1[CH:21]=[C:20]([CH:22]=[C:23]2[S:27][C:26](SC)=[N:25][C:24]2=[O:30])[CH:19]=[CH:18][C:4]=1[O:5][C:6]1[CH:13]=[CH:12][C:9]([C:10]#[N:11])=[CH:8][C:7]=1[C:14]([F:17])([F:16])[F:15].[C:31]([O:35][C:36]([N:38]1[CH2:43][CH2:42][O:41][CH:40]([CH2:44][NH2:45])[CH2:39]1)=[O:37])([CH3:34])([CH3:33])[CH3:32], predict the reaction product. The product is: [C:31]([O:35][C:36]([N:38]1[CH2:43][CH2:42][O:41][CH:40]([CH2:44][NH:45][C:26]2[S:27][C:23](=[CH:22][C:20]3[CH:19]=[CH:18][C:4]([O:5][C:6]4[CH:13]=[CH:12][C:9]([C:10]#[N:11])=[CH:8][C:7]=4[C:14]([F:17])([F:15])[F:16])=[C:3]([O:2][CH3:1])[CH:21]=3)[C:24](=[O:30])[N:25]=2)[CH2:39]1)=[O:37])([CH3:34])([CH3:33])[CH3:32]. (5) Given the reactants [CH3:1][C:2]1[CH:9]=[CH:8][C:5]([CH:6]=[O:7])=[CH:4][CH:3]=1.C[Si]([C:14]#[N:15])(C)C, predict the reaction product. The product is: [OH:7][CH:6]([C:5]1[CH:8]=[CH:9][C:2]([CH3:1])=[CH:3][CH:4]=1)[C:14]#[N:15]. (6) Given the reactants [NH2:1][C:2]1[CH:15]=[CH:14][C:13]([C:16]([F:19])([F:18])[F:17])=[CH:12][C:3]=1[C:4]([C:6]1[CH:11]=[CH:10][CH:9]=[CH:8][CH:7]=1)=[O:5].C(N(CC)CC)C.[Cl:27][C:28]([Cl:33])([Cl:32])[C:29](Cl)=[O:30].O, predict the reaction product. The product is: [C:4]([C:3]1[CH:12]=[C:13]([C:16]([F:17])([F:18])[F:19])[CH:14]=[CH:15][C:2]=1[NH:1][C:29](=[O:30])[C:28]([Cl:33])([Cl:32])[Cl:27])(=[O:5])[C:6]1[CH:7]=[CH:8][CH:9]=[CH:10][CH:11]=1.